From a dataset of Full USPTO retrosynthesis dataset with 1.9M reactions from patents (1976-2016). Predict the reactants needed to synthesize the given product. (1) Given the product [CH:1]1([N:7]2[CH2:11][CH:10]([CH3:12])[CH2:9][C:8]2=[O:14])[CH2:6][CH2:5][CH2:4][CH2:3][CH2:2]1, predict the reactants needed to synthesize it. The reactants are: [CH:1]1([N:7]2[CH2:11][CH:10]([CH2:12]O)[CH2:9][C:8]2=[O:14])[CH2:6][CH2:5][CH2:4][CH2:3][CH2:2]1.II.C(O)(=O)C. (2) Given the product [NH2:31][C:9]1[C:8]2[N:18]=[C:5]([CH2:4][O:3][CH2:1][CH3:2])[N:6]([NH:19][CH2:20][CH2:21][CH2:22][NH:23][C:24](=[O:30])[O:25][C:26]([CH3:29])([CH3:28])[CH3:27])[C:7]=2[C:16]2[CH:15]=[CH:14][CH:13]=[CH:12][C:11]=2[N:10]=1, predict the reactants needed to synthesize it. The reactants are: [CH2:1]([O:3][CH2:4][C:5]1[N:6]([NH:19][CH2:20][CH2:21][CH2:22][NH:23][C:24](=[O:30])[O:25][C:26]([CH3:29])([CH3:28])[CH3:27])[C:7]2[C:16]3[CH:15]=[CH:14][CH:13]=[CH:12][C:11]=3[N+:10]([O-])=[CH:9][C:8]=2[N:18]=1)[CH3:2].[NH4+:31].[OH-].C1(C)C=CC(S(Cl)(=O)=O)=CC=1. (3) Given the product [F:1][C:2]1[CH:6]=[N:5][N:4]([CH3:7])[C:3]=1[C:8]1[CH:9]=[C:10]([NH:16][C:26]([NH:25][C:21]2[CH:22]=[CH:23][CH:24]=[C:19]([C:18]([F:17])([F:28])[F:29])[CH:20]=2)=[O:27])[CH:11]=[CH:12][C:13]=1[O:14][CH3:15], predict the reactants needed to synthesize it. The reactants are: [F:1][C:2]1[CH:6]=[N:5][N:4]([CH3:7])[C:3]=1[C:8]1[CH:9]=[C:10]([NH2:16])[CH:11]=[CH:12][C:13]=1[O:14][CH3:15].[F:17][C:18]([F:29])([F:28])[C:19]1[CH:20]=[C:21]([N:25]=[C:26]=[O:27])[CH:22]=[CH:23][CH:24]=1. (4) Given the product [Br:13][C:14]1[CH:15]=[C:16]([CH:17]=[CH:18][CH:19]=1)[CH2:20][NH:21][C:5](=[O:11])[O:4][CH:2]1[CH:32]2[CH2:33][CH2:34][N:29]([CH2:30][CH2:31]2)[CH2:36]1, predict the reactants needed to synthesize it. The reactants are: Cl[C:2](Cl)([O:4][C:5](=[O:11])OC(Cl)(Cl)Cl)Cl.[Br:13][C:14]1[CH:15]=[C:16]([CH2:20][NH2:21])[CH:17]=[CH:18][CH:19]=1.C(N(CC)CC)C.[N:29]12[CH2:36]C[CH:32]([CH2:33][CH2:34]1)[CH:31](O)[CH2:30]2.